This data is from NCI-60 drug combinations with 297,098 pairs across 59 cell lines. The task is: Regression. Given two drug SMILES strings and cell line genomic features, predict the synergy score measuring deviation from expected non-interaction effect. (1) Drug 1: CC1=C(C=C(C=C1)NC2=NC=CC(=N2)N(C)C3=CC4=NN(C(=C4C=C3)C)C)S(=O)(=O)N.Cl. Drug 2: CCC1(C2=C(COC1=O)C(=O)N3CC4=CC5=C(C=CC(=C5CN(C)C)O)N=C4C3=C2)O.Cl. Cell line: OVCAR3. Synergy scores: CSS=28.5, Synergy_ZIP=-8.46, Synergy_Bliss=-5.25, Synergy_Loewe=-82.8, Synergy_HSA=-5.21. (2) Drug 1: CCC1(CC2CC(C3=C(CCN(C2)C1)C4=CC=CC=C4N3)(C5=C(C=C6C(=C5)C78CCN9C7C(C=CC9)(C(C(C8N6C)(C(=O)OC)O)OC(=O)C)CC)OC)C(=O)OC)O.OS(=O)(=O)O. Drug 2: C1CC(=O)NC(=O)C1N2C(=O)C3=CC=CC=C3C2=O. Cell line: M14. Synergy scores: CSS=-0.750, Synergy_ZIP=1.68, Synergy_Bliss=3.87, Synergy_Loewe=3.09, Synergy_HSA=1.35.